Dataset: Experimentally validated miRNA-target interactions with 360,000+ pairs, plus equal number of negative samples. Task: Binary Classification. Given a miRNA mature sequence and a target amino acid sequence, predict their likelihood of interaction. The miRNA is hsa-miR-6510-5p with sequence CAGCAGGGGAGAGAGAGGAGUC. The protein sequence of the target gene is MDFKAIAQQTAQEVLGYNRDTSGWKVVKTSKKITVSSKASRKFHGNLYRVEGIIPESPAKLSDFLYQTGDRITWDKSLQVYNMVHRIDSDTFICHTITQSFAVGSISPRDFIDLVYIKRYEGNMNIISSKSVDFPEYPPSSNYIRGYNHPCGFVCSPMEENPAYSKLVMFVQTEMRGKLSPSIIEKTMPSNLVNFILNAKDGIKAHRTPSRRGFHHNSHS. Result: 0 (no interaction).